This data is from Forward reaction prediction with 1.9M reactions from USPTO patents (1976-2016). The task is: Predict the product of the given reaction. (1) Given the reactants [F:1][C:2]1[CH:10]=[C:9]([C:11]([F:14])([F:13])[F:12])[CH:8]=[CH:7][C:3]=1[C:4]([OH:6])=O.[NH2:15][C@@H:16]([C:18]1[CH:19]=[C:20]([CH:35]=[C:36]([CH3:38])[CH:37]=1)[O:21][C:22]1[CH:27]=[CH:26][C:25]([CH2:28][CH2:29][C:30]([OH:32])=[O:31])=[C:24]([CH2:33][CH3:34])[CH:23]=1)[CH3:17], predict the reaction product. The product is: [CH2:33]([C:24]1[CH:23]=[C:22]([O:21][C:20]2[CH:35]=[C:36]([CH3:38])[CH:37]=[C:18]([CH:16]([NH:15][C:4](=[O:6])[C:3]3[CH:7]=[CH:8][C:9]([C:11]([F:14])([F:13])[F:12])=[CH:10][C:2]=3[F:1])[CH3:17])[CH:19]=2)[CH:27]=[CH:26][C:25]=1[CH2:28][CH2:29][C:30]([OH:32])=[O:31])[CH3:34]. (2) The product is: [CH3:10][O:9][C:7]([C:5]1[CH:4]=[CH:3][C:2]([C:11]([OH:13])=[O:12])=[N:1][CH:6]=1)=[O:8]. Given the reactants [N:1]1[CH:6]=[C:5]([C:7]([O:9][CH3:10])=[O:8])[CH:4]=[CH:3][C:2]=1[C:11]([O:13]C)=[O:12].[OH-].[K+], predict the reaction product. (3) The product is: [CH2:36]([NH:40][C:28]([NH:20][C:19]1[CH:21]=[CH:22][C:16]([O:15][C:6]2[C:5]3[C:10](=[CH:11][C:12]([O:13][CH3:14])=[C:3]([O:2][CH3:1])[CH:4]=3)[N:9]=[CH:8][N:7]=2)=[CH:17][C:18]=1[CH3:23])=[O:34])[CH2:37][CH2:38][CH3:39]. Given the reactants [CH3:1][O:2][C:3]1[CH:4]=[C:5]2[C:10](=[CH:11][C:12]=1[O:13][CH3:14])[N:9]=[CH:8][N:7]=[C:6]2[O:15][C:16]1[CH:22]=[CH:21][C:19]([NH2:20])=[C:18]([CH3:23])[CH:17]=1.ClC(Cl)(O[C:28](=[O:34])OC(Cl)(Cl)Cl)Cl.[CH2:36]([NH2:40])[CH2:37][CH2:38][CH3:39].CO, predict the reaction product.